Dataset: Forward reaction prediction with 1.9M reactions from USPTO patents (1976-2016). Task: Predict the product of the given reaction. (1) Given the reactants [SiH3][O-].[K+].C[O:5][C:6](=[O:25])[C:7]([CH2:23][CH3:24])([C:10]1[CH:15]=[CH:14][C:13]([C:16]2[CH:21]=[CH:20][CH:19]=[CH:18][CH:17]=2)=[C:12]([F:22])[CH:11]=1)[CH2:8][CH3:9], predict the reaction product. The product is: [CH2:8]([C:7]([C:10]1[CH:15]=[CH:14][C:13]([C:16]2[CH:21]=[CH:20][CH:19]=[CH:18][CH:17]=2)=[C:12]([F:22])[CH:11]=1)([CH2:23][CH3:24])[C:6]([OH:25])=[O:5])[CH3:9]. (2) Given the reactants [Cl:1][C:2]1[CH:7]=[CH:6][C:5]([OH:8])=[C:4](I)[CH:3]=1.C([Si]([O:17][CH2:18][C:19]#[C:20][Si](C(C)(C)C)(C)C)(C)C)(C)(C)C.[Li+].[Cl-].C([O-])([O-])=O.[Na+].[Na+].CCCC[N+](CCCC)(CCCC)CCCC.[F-], predict the reaction product. The product is: [Cl:1][C:2]1[CH:7]=[CH:6][C:5]2[O:8][CH:20]=[C:19]([CH2:18][OH:17])[C:4]=2[CH:3]=1. (3) Given the reactants [C:1]([O:5][C:6](=[O:33])[N:7]([CH:9]1[CH2:14][CH2:13][CH:12]([NH:15][CH2:16][C:17]2[CH:18]=[C:19]([C:25]3[CH:30]=[CH:29][C:28]([O:31][CH3:32])=[CH:27][CH:26]=3)[CH:20]=[CH:21][C:22]=2[O:23][CH3:24])[CH2:11][CH2:10]1)[CH3:8])([CH3:4])([CH3:3])[CH3:2].[Cl:34][C:35]1[C:36]2[CH:46]=[CH:45][CH:44]=[CH:43][C:37]=2[S:38][C:39]=1[C:40](Cl)=[O:41], predict the reaction product. The product is: [C:1]([O:5][C:6](=[O:33])[N:7]([CH:9]1[CH2:14][CH2:13][CH:12]([N:15]([C:40]([C:39]2[S:38][C:37]3[CH:43]=[CH:44][CH:45]=[CH:46][C:36]=3[C:35]=2[Cl:34])=[O:41])[CH2:16][C:17]2[CH:18]=[C:19]([C:25]3[CH:26]=[CH:27][C:28]([O:31][CH3:32])=[CH:29][CH:30]=3)[CH:20]=[CH:21][C:22]=2[O:23][CH3:24])[CH2:11][CH2:10]1)[CH3:8])([CH3:4])([CH3:3])[CH3:2]. (4) Given the reactants [CH2:1]([NH:8][S:9]([CH3:12])(=[O:11])=[O:10])[C:2]1[CH:7]=[CH:6][CH:5]=[CH:4][CH:3]=1.[Li]CC[CH2:16][CH3:17].[P:18](Cl)([O:23][CH2:24][CH3:25])([O:20][CH2:21][CH3:22])=[O:19], predict the reaction product. The product is: [CH2:1]([N:8]([S:9]([CH2:12][P:18]([O:23][CH2:16][CH3:17])([O:20][CH2:21][CH3:22])=[O:19])(=[O:11])=[O:10])[P:18](=[O:19])([O:23][CH2:24][CH3:25])[O:20][CH2:21][CH3:22])[C:2]1[CH:7]=[CH:6][CH:5]=[CH:4][CH:3]=1.